Dataset: Full USPTO retrosynthesis dataset with 1.9M reactions from patents (1976-2016). Task: Predict the reactants needed to synthesize the given product. (1) Given the product [CH2:1]([NH:9][C:10]1[CH:11]=[CH:12][CH:13]=[C:14]2[C:18]=1[NH:17][C:16]([C:19]([NH2:21])=[O:20])=[C:15]2[S:22]([N:25]1[CH2:30][CH2:29][O:28][C@H:27]([CH2:31][O:32][C:33]2[CH:38]=[CH:37][CH:36]=[CH:35][CH:34]=2)[CH2:26]1)(=[O:24])=[O:23])[C:2]1[CH:7]=[CH:6][CH:5]=[CH:4][CH:3]=1, predict the reactants needed to synthesize it. The reactants are: [CH:1](=O)[C:2]1[CH:7]=[CH:6][CH:5]=[CH:4][CH:3]=1.[NH2:9][C:10]1[CH:11]=[CH:12][CH:13]=[C:14]2[C:18]=1[NH:17][C:16]([C:19]([NH2:21])=[O:20])=[C:15]2[S:22]([N:25]1[CH2:30][CH2:29][O:28][C@H:27]([CH2:31][O:32][C:33]2[CH:38]=[CH:37][CH:36]=[CH:35][CH:34]=2)[CH2:26]1)(=[O:24])=[O:23]. (2) Given the product [C:25]1([S:22]([CH2:21][C:16]2[CH:17]=[CH:18][CH:19]=[CH:20][C:15]=2[CH2:14][O:1][NH2:2])(=[O:24])=[O:23])[CH:30]=[CH:29][CH:28]=[CH:27][CH:26]=1, predict the reactants needed to synthesize it. The reactants are: [OH:1][N:2]1C(=O)C2=CC=CC=C2C1=O.Br[CH2:14][C:15]1[CH:20]=[CH:19][CH:18]=[CH:17][C:16]=1[CH2:21][S:22]([C:25]1[CH:30]=[CH:29][CH:28]=[CH:27][CH:26]=1)(=[O:24])=[O:23]. (3) Given the product [Cl:1][C:2]1[CH:3]=[C:4]2[C:8](=[C:9]([NH:11][CH:35]3[CH2:36][CH2:37][CH2:38][CH2:33]3)[CH:10]=1)[NH:7][C:6]([C:14]1[CH:19]=[CH:18][CH:17]=[CH:16][CH:15]=1)=[CH:5]2, predict the reactants needed to synthesize it. The reactants are: [Cl:1][C:2]1[CH:3]=[C:4]2[C:8](=[C:9]([N+:11]([O-])=O)[CH:10]=1)[NH:7][C:6]([C:14]1[CH:19]=[CH:18][CH:17]=[CH:16][CH:15]=1)=[CH:5]2.C[C:37]1[CH:38]=[C:33]2C(=[C:35]([N+]([O-])=O)[CH:36]=1)NC([C:33]1[CH:38]=[CH:37][CH:36]=[CH:35]C=1)=C2. (4) Given the product [C:10]([NH:9][C:6]1[CH:5]=[CH:4][C:3]([O:2][C:1]([S:29][CH2:30][CH2:31][S:32]([OH:35])(=[O:34])=[O:33])=[O:23])=[CH:8][CH:7]=1)(=[O:12])[CH3:11].[Na:28], predict the reactants needed to synthesize it. The reactants are: [C:1](=[O:23])(OC1C=CC([N+]([O-])=O)=CC=1)[O:2][C:3]1[CH:8]=[CH:7][C:6]([NH:9][C:10](=[O:12])[CH3:11])=[CH:5][CH:4]=1.C(=S)([O-])[O-].[Na:28].[SH:29][CH2:30][CH2:31][S:32]([O-:35])(=[O:34])=[O:33].C(=O)([O-])O.[Na+]. (5) Given the product [Cl:8][C:6]1[CH:7]=[C:2]([N:18]2[C:17]([CH3:16])=[N:21][C:20]([CH3:22])=[N:19]2)[N:3]=[C:4]([CH3:9])[N:5]=1, predict the reactants needed to synthesize it. The reactants are: Cl[C:2]1[CH:7]=[C:6]([Cl:8])[N:5]=[C:4]([CH3:9])[N:3]=1.C(=O)([O-])[O-].[Cs+].[Cs+].[CH3:16][C:17]1[N:21]=[C:20]([CH3:22])[NH:19][N:18]=1. (6) Given the product [Br-:13].[CH2:14]([N+:1]1[CH:2]=[CH:3][CH:4]=[C:5]([C@@H:7]2[CH2:12][CH2:11][CH2:10][N:8]2[CH3:9])[CH:6]=1)[CH2:15][C:16]#[C:17][CH2:18][CH2:19][CH2:20][CH2:21][CH2:22][CH3:23], predict the reactants needed to synthesize it. The reactants are: [N:1]1[CH:6]=[C:5]([C@@H:7]2[CH2:12][CH2:11][CH2:10][N:8]2[CH3:9])[CH:4]=[CH:3][CH:2]=1.[Br:13][CH2:14][CH2:15][C:16]#[C:17][CH2:18][CH2:19][CH2:20][CH2:21][CH2:22][CH3:23]. (7) Given the product [N:1]1([CH2:20][C:15]2[CH:14]=[C:13]3[C:18]([CH:19]=[C:11]([C:9]([OH:10])=[O:8])[NH:12]3)=[CH:17][CH:16]=2)[CH:5]=[CH:4][N:3]=[CH:2]1, predict the reactants needed to synthesize it. The reactants are: [NH:1]1[CH:5]=[CH:4][N:3]=[CH:2]1.C([O:8][C:9]([C:11]1[NH:12][C:13]2[C:18]([CH:19]=1)=[CH:17][CH:16]=[C:15]([CH3:20])[CH:14]=2)=[O:10])C.